Dataset: Reaction yield outcomes from USPTO patents with 853,638 reactions. Task: Predict the reaction yield, written as a fraction of the theoretical maximum amount of product (1.0 means a 100% yield; for example, 0.34 means a 34% yield). (1) The reactants are C([NH:11][CH2:12][C:13](=[O:34])[CH2:14][CH2:15][C:16]([O:18][CH2:19][CH2:20][CH2:21][CH2:22][CH2:23][C:24]([O:26]CC1C=CC=CC=1)=[O:25])=[O:17])(OCC1C=CC=CC=1)=O.[ClH:35].[H][H]. The catalyst is [Pd].CC(O)C. The product is [ClH:35].[NH2:11][CH2:12][C:13](=[O:34])[CH2:14][CH2:15][C:16]([O:18][CH2:19][CH2:20][CH2:21][CH2:22][CH2:23][C:24]([OH:26])=[O:25])=[O:17]. The yield is 0.770. (2) The reactants are [S:1]([N:11]1[C:15]2=[N:16][CH:17]=[C:18]([C:20]([O:22]C)=[O:21])[N:19]=[C:14]2[CH:13]=[CH:12]1)([C:4]1[CH:10]=[CH:9][C:7]([CH3:8])=[CH:6][CH:5]=1)(=[O:3])=[O:2].[ClH:24]. The catalyst is O1CCOCC1. The product is [ClH:24].[S:1]([N:11]1[C:15]2=[N:16][CH:17]=[C:18]([C:20]([OH:22])=[O:21])[N:19]=[C:14]2[CH:13]=[CH:12]1)([C:4]1[CH:5]=[CH:6][C:7]([CH3:8])=[CH:9][CH:10]=1)(=[O:3])=[O:2]. The yield is 0.720. (3) The reactants are [OH:1][C:2]1[CH:10]=[C:9]2[C:5]([C:6]([C:15]3[CH:20]=[CH:19][CH:18]=[CH:17][CH:16]=3)=[C:7]([C:12]([OH:14])=O)[C:8]2=[O:11])=[CH:4][CH:3]=1.C(N(CC)CC)C.[CH:28]1([NH2:34])[CH2:33][CH2:32][CH2:31][CH2:30][CH2:29]1.O. The product is [CH:28]1([NH:34][C:12]([C:7]2[C:8](=[O:11])[C:9]3[C:5]([C:6]=2[C:15]2[CH:20]=[CH:19][CH:18]=[CH:17][CH:16]=2)=[CH:4][CH:3]=[C:2]([OH:1])[CH:10]=3)=[O:14])[CH2:33][CH2:32][CH2:31][CH2:30][CH2:29]1. The catalyst is ClCCl. The yield is 0.200. (4) The yield is 0.850. The reactants are [C:1]([NH2:9])(=[S:8])[C:2]1[CH:7]=[CH:6][CH:5]=[CH:4][CH:3]=1.[CH2:10]([Br:17])[C:11]1[CH:16]=[CH:15][CH:14]=[CH:13][CH:12]=1. The product is [BrH:17].[CH2:10]([S:8][C:1](=[NH:9])[C:2]1[CH:7]=[CH:6][CH:5]=[CH:4][CH:3]=1)[C:11]1[CH:16]=[CH:15][CH:14]=[CH:13][CH:12]=1. The catalyst is C(Cl)Cl. (5) The reactants are [N+:1]([C:4]1[CH:5]=[CH:6][C:7]([C:11]([F:14])([F:13])[F:12])=[C:8]([OH:10])[CH:9]=1)([O-])=O.BrC1C=CC([N+]([O-])=O)=CC=1O. The catalyst is CO.[Ni]. The product is [NH2:1][C:4]1[CH:5]=[CH:6][C:7]([C:11]([F:12])([F:13])[F:14])=[C:8]([OH:10])[CH:9]=1. The yield is 0.200. (6) The catalyst is C1(C)C=CC=CC=1.C(OCC)(=O)C. The reactants are C12(CS(O)(=O)=O)C(C)(C)C(CC1)CC2=O.[CH2:16]([O:23][CH2:24][C@H:25]([NH:28][C@@H:29]([CH3:43])[CH:30]([O:37][CH2:38]C(C)(C)C)[O:31][CH2:32][C:33]([CH3:36])([CH3:35])[CH3:34])CO)[C:17]1[CH:22]=[CH:21][CH:20]=[CH:19][CH:18]=1. The product is [CH2:16]([O:23][CH2:24][C@@H:25]1[NH:28][C@@H:29]([CH3:43])[C@@H:30]([O:31][CH2:32][C:33]([CH3:34])([CH3:35])[CH3:36])[O:37][CH2:38]1)[C:17]1[CH:18]=[CH:19][CH:20]=[CH:21][CH:22]=1.[CH2:16]([O:23][CH2:24][C@@H:25]1[NH:28][C@@H:29]([CH3:43])[C@H:30]([O:31][CH2:32][C:33]([CH3:34])([CH3:35])[CH3:36])[O:37][CH2:38]1)[C:17]1[CH:18]=[CH:19][CH:20]=[CH:21][CH:22]=1. The yield is 0.390. (7) The reactants are [CH3:1][CH:2]([O:4][C:5]1[CH:6]=[C:7]([O:19][C:20]2[CH:25]=[CH:24][C:23]([S:26]([CH3:29])(=[O:28])=[O:27])=[CH:22][N:21]=2)[CH:8]=[C:9]2[C:13]=1[NH:12][C:11]([C:14]([O:16]CC)=[O:15])=[CH:10]2)[CH3:3].[OH-].[Na+].C(O)C.Cl. The catalyst is O.O1CCCC1. The product is [CH3:3][CH:2]([O:4][C:5]1[CH:6]=[C:7]([O:19][C:20]2[CH:25]=[CH:24][C:23]([S:26]([CH3:29])(=[O:28])=[O:27])=[CH:22][N:21]=2)[CH:8]=[C:9]2[C:13]=1[NH:12][C:11]([C:14]([OH:16])=[O:15])=[CH:10]2)[CH3:1]. The yield is 0.640. (8) The reactants are [Cl:1][C:2]1[C:3]([NH:15][CH:16]2[CH2:23][CH:19]3[CH2:20][NH:21][CH2:22][CH:18]3[CH2:17]2)=[N:4][C:5]([NH:8][C:9]2[CH:10]=[N:11][N:12]([CH3:14])[CH:13]=2)=[N:6][CH:7]=1.CCN(CC)CC.[C:31](O[C:31]([C:33]([F:36])([F:35])[F:34])=[O:32])([C:33]([F:36])([F:35])[F:34])=[O:32]. The catalyst is C(Cl)Cl. The product is [Cl:1][C:2]1[C:3]([NH:15][CH:16]2[CH2:23][CH:19]3[CH2:20][N:21]([C:31](=[O:32])[C:33]([F:36])([F:35])[F:34])[CH2:22][CH:18]3[CH2:17]2)=[N:4][C:5]([NH:8][C:9]2[CH:10]=[N:11][N:12]([CH3:14])[CH:13]=2)=[N:6][CH:7]=1. The yield is 0.410. (9) The reactants are [NH:1]1[C:9]2[C:4](=[CH:5][CH:6]=[CH:7][CH:8]=2)[CH2:3][C:2]1=[O:10].C[Si]([N-][Si](C)(C)C)(C)C.[Li+].[Cl:21][C:22]1[N:27]=[CH:26][C:25]2[C:28](=O)[O:29][CH:30]([CH2:31][CH3:32])[C:24]=2[CH:23]=1.Cl. The catalyst is C1COCC1. The product is [Cl:21][C:22]1[N:27]=[CH:26][C:25]2[C:28](=[C:3]3[C:4]4[C:9](=[CH:8][CH:7]=[CH:6][CH:5]=4)[NH:1][C:2]3=[O:10])[O:29][CH:30]([CH2:31][CH3:32])[C:24]=2[CH:23]=1. The yield is 0.670. (10) The reactants are [Cl:1][C:2]1[S:6][C:5]([NH:7][C:8](=[O:27])[NH:9][C:10]2[CH:15]=[CH:14][C:13]([CH2:16][C:17]([OH:19])=O)=[CH:12][C:11]=2[C:20]([CH:22]2[CH2:26][CH2:25][CH2:24][CH2:23]2)=[O:21])=[N:4][CH:3]=1.[CH3:28][S:29]([CH2:32][CH2:33][NH2:34])(=[O:31])=[O:30]. No catalyst specified. The product is [Cl:1][C:2]1[S:6][C:5]([NH:7][C:8](=[O:27])[NH:9][C:10]2[CH:15]=[CH:14][C:13]([CH2:16][C:17]([NH:34][CH2:33][CH2:32][S:29]([CH3:28])(=[O:31])=[O:30])=[O:19])=[CH:12][C:11]=2[C:20]([CH:22]2[CH2:23][CH2:24][CH2:25][CH2:26]2)=[O:21])=[N:4][CH:3]=1. The yield is 0.700.